From a dataset of Forward reaction prediction with 1.9M reactions from USPTO patents (1976-2016). Predict the product of the given reaction. (1) Given the reactants [CH2:1](Br)[CH3:2].[CH3:4][O:5][C:6]([N:8]1[CH:17]([C:18]([OH:20])=[O:19])[CH2:16][CH:15]2[CH:10]([CH2:11][CH2:12][C:13](=[O:21])[CH2:14]2)[CH2:9]1)=[O:7].C(N(CC)CC)C, predict the reaction product. The product is: [CH2:1]([O:19][C:18]([CH:17]1[CH2:16][CH:15]2[CH:10]([CH2:11][CH2:12][C:13](=[O:21])[CH2:14]2)[CH2:9][N:8]1[C:6]([O:5][CH3:4])=[O:7])=[O:20])[CH3:2]. (2) Given the reactants CS[C:3]1[N:4]=[N:5][C:6]([C:22]([NH2:24])=[O:23])=[C:7]([NH:9][C:10]2[CH:15]=[CH:14][CH:13]=[C:12]([C:16]3[N:21]=[CH:20][CH:19]=[CH:18][N:17]=3)[CH:11]=2)[N:8]=1.C1C=C(Cl)C=C(C(OO)=O)C=1.CCN(C(C)C)C(C)C.Cl.Cl.[F:47][C:48]1([F:56])[CH2:53][CH2:52][CH2:51][C@@H:50]([NH2:54])[C@H:49]1[NH2:55].C(O)(C(F)(F)F)=O.Cl, predict the reaction product. The product is: [NH2:55][C@H:49]1[C:48]([F:56])([F:47])[CH2:53][CH2:52][CH2:51][C@H:50]1[NH:54][C:3]1[N:4]=[N:5][C:6]([C:22]([NH2:24])=[O:23])=[C:7]([NH:9][C:10]2[CH:15]=[CH:14][CH:13]=[C:12]([C:16]3[N:21]=[CH:20][CH:19]=[CH:18][N:17]=3)[CH:11]=2)[N:8]=1. (3) Given the reactants FC(F)(F)S(O[CH:7]([C:12]1[CH:13]=[N:14][C:15]([Cl:18])=[CH:16][CH:17]=1)[C:8]([F:11])([F:10])[F:9])(=O)=O.[CH3:21][N:22]([C@H:30]1[CH2:34][CH2:33][NH:32][CH2:31]1)[C:23](=[O:29])[O:24][C:25]([CH3:28])([CH3:27])[CH3:26], predict the reaction product. The product is: [Cl:18][C:15]1[N:14]=[CH:13][C:12]([CH:7]([N:32]2[CH2:33][CH2:34][C@H:30]([N:22]([CH3:21])[C:23](=[O:29])[O:24][C:25]([CH3:26])([CH3:27])[CH3:28])[CH2:31]2)[C:8]([F:11])([F:10])[F:9])=[CH:17][CH:16]=1. (4) Given the reactants [OH:1][C:2]1[C:3]([CH3:21])=[C:4]2[C:9](=[C:10]([CH3:13])[C:11]=1[CH3:12])[O:8][C:7]([CH3:20])([C:14]([NH:16][CH2:17][CH2:18][OH:19])=[O:15])[CH2:6][CH2:5]2.C(C#N)(C)=[O:23].O=[N+]([O-])[O-].[O-][N+](=O)[O-].[O-][N+](=O)[O-].[O-][N+](=O)[O-].[O-][N+](=O)[O-].[O-][N+](=O)[O-].[Ce+4].[NH4+].[NH4+].CCOC(C)=O, predict the reaction product. The product is: [OH:23][C:7]([CH3:20])([CH2:6][CH2:5][C:4]1[C:9](=[O:8])[C:10]([CH3:13])=[C:11]([CH3:12])[C:2](=[O:1])[C:3]=1[CH3:21])[C:14]([NH:16][CH2:17][CH2:18][OH:19])=[O:15]. (5) Given the reactants [F:1][CH:2]([F:18])[O:3][C:4]1[C:5]([CH3:17])=[C:6]([CH:10]=[CH:11][C:12]=1[S:13]([CH3:16])(=[O:15])=[O:14])[C:7]([OH:9])=O.Cl.[OH:20][C:21]1[N:25]([CH3:26])[N:24]=[CH:23][CH:22]=1.Cl.C(N=C=NCCCN(C)C)C.CN(C1C=CC=CN=1)C, predict the reaction product. The product is: [F:18][CH:2]([F:1])[O:3][C:4]1[C:5]([CH3:17])=[C:6]([C:7]([C:22]2[CH:23]=[N:24][N:25]([CH3:26])[C:21]=2[OH:20])=[O:9])[CH:10]=[CH:11][C:12]=1[S:13]([CH3:16])(=[O:15])=[O:14]. (6) Given the reactants [CH2:1]([O:3][C:4]([C:6]1[NH:7][C:8]2[C:13]([CH:14]=1)=[CH:12][C:11]([O:15][Si:16]([C:19]([CH3:22])([CH3:21])[CH3:20])([CH3:18])[CH3:17])=[CH:10][CH:9]=2)=[O:5])[CH3:2].[C:23]([O:27][C:28]([N:30]1[CH2:34][C@H:33]([CH3:35])OS1(=O)=O)=[O:29])([CH3:26])([CH3:25])[CH3:24].CC(C)([O-])C.[K+], predict the reaction product. The product is: [CH2:1]([O:3][C:4]([C:6]1[N:7]([C@H:33]([CH3:35])[CH2:34][NH:30][C:28]([O:27][C:23]([CH3:26])([CH3:25])[CH3:24])=[O:29])[C:8]2[C:13]([CH:14]=1)=[CH:12][C:11]([O:15][Si:16]([C:19]([CH3:21])([CH3:20])[CH3:22])([CH3:18])[CH3:17])=[CH:10][CH:9]=2)=[O:5])[CH3:2].